Dataset: Reaction yield outcomes from USPTO patents with 853,638 reactions. Task: Predict the reaction yield, written as a fraction of the theoretical maximum amount of product (1.0 means a 100% yield; for example, 0.34 means a 34% yield). (1) The reactants are [O:1]=[C:2]1[NH:7][C:6]2[CH:8]=[C:9]([CH2:12][N:13]3[CH2:18][CH2:17][N:16]([C:19]4[CH:27]=[CH:26][C:22]([C:23](O)=[O:24])=[CH:21][N:20]=4)[CH2:15][CH2:14]3)[CH:10]=[N:11][C:5]=2[N:4]2[CH2:28][CH2:29][CH2:30][C@@H:3]12.Cl.[CH2:32]([NH2:34])[CH3:33].CCN(C(C)C)C(C)C.CN(C(ON1N=NC2C=CC=NC1=2)=[N+](C)C)C.F[P-](F)(F)(F)(F)F. The catalyst is CN(C=O)C. The product is [CH2:32]([NH:34][C:23](=[O:24])[C:22]1[CH:26]=[CH:27][C:19]([N:16]2[CH2:17][CH2:18][N:13]([CH2:12][C:9]3[CH:10]=[N:11][C:5]4[N:4]5[CH2:28][CH2:29][CH2:30][C@H:3]5[C:2](=[O:1])[NH:7][C:6]=4[CH:8]=3)[CH2:14][CH2:15]2)=[N:20][CH:21]=1)[CH3:33]. The yield is 0.285. (2) The reactants are F[C:2]1[N:10]=[C:9]([F:11])[CH:8]=[CH:7][C:3]=1[C:4]([OH:6])=O.C[N:13]([CH:15]=O)[CH3:14].[C:17](Cl)(=[O:21])C(Cl)=O.[C:23]1(C)[CH:28]=[CH:27][CH:26]=[CH:25][CH:24]=1. No catalyst specified. The product is [CH2:15]([N:13]1[C:4](=[O:6])[C:3]2[CH:7]=[CH:8][C:9]([F:11])=[N:10][C:2]=2[O:21][CH2:17][CH2:14]1)[C:23]1[CH:28]=[CH:27][CH:26]=[CH:25][CH:24]=1. The yield is 0.330. (3) The reactants are [NH2:1][C:2]1[CH:3]=[C:4]([CH:9]=[CH:10][C:11]=1Br)[C:5]([O:7][CH3:8])=[O:6].[F:13][C:14]1[CH:15]=[N:16][CH:17]=[CH:18][C:19]=1B(O)O.O1CCOCC1.C(=O)([O-])[O-].[K+].[K+]. The catalyst is C1C=CC(P(C2C=CC=CC=2)[C-]2C=CC=C2)=CC=1.C1C=CC(P(C2C=CC=CC=2)[C-]2C=CC=C2)=CC=1.Cl[Pd]Cl.[Fe+2].O. The product is [NH2:1][C:2]1[CH:3]=[C:4]([CH:9]=[CH:10][C:11]=1[C:19]1[CH:18]=[CH:17][N:16]=[CH:15][C:14]=1[F:13])[C:5]([O:7][CH3:8])=[O:6]. The yield is 0.680. (4) The reactants are [Cl:1][C:2]1[CH:3]=[C:4]([CH:6]=[C:7]([Cl:9])[CH:8]=1)[NH2:5].O=[C:11]([CH2:17][CH3:18])[CH2:12][C:13]([O:15][CH3:16])=[O:14].C1(C)C=CC=CC=1. The catalyst is O.C1(C)C=CC(S(O)(=O)=O)=CC=1.O. The product is [Cl:1][C:2]1[CH:3]=[C:4]([NH:5][C:11]([CH2:17][CH3:18])=[CH:12][C:13]([O:15][CH3:16])=[O:14])[CH:6]=[C:7]([Cl:9])[CH:8]=1. The yield is 0.648. (5) The yield is 0.910. The catalyst is [Cu]I.CCOC(C)=O. The reactants are [CH:1]([O:4][C:5]1[CH:10]=[CH:9][C:8]([NH:11][C:12]([N:14]2[CH2:19][CH2:18][CH:17]([C:20]3[C:29]4[C:24](=[CH:25][CH:26]=[C:27](I)[CH:28]=4)[N:23]=[CH:22][N:21]=3)[CH2:16][CH2:15]2)=[O:13])=[CH:7][CH:6]=1)([CH3:3])[CH3:2].[CH2:31]([OH:34])[C:32]#[CH:33].C(NCC)C. The product is [CH:1]([O:4][C:5]1[CH:10]=[CH:9][C:8]([NH:11][C:12]([N:14]2[CH2:19][CH2:18][CH:17]([C:20]3[C:29]4[C:24](=[CH:25][CH:26]=[C:27]([C:33]#[C:32][CH2:31][OH:34])[CH:28]=4)[N:23]=[CH:22][N:21]=3)[CH2:16][CH2:15]2)=[O:13])=[CH:7][CH:6]=1)([CH3:3])[CH3:2]. (6) The reactants are [C:1]([C:3]1[CH:11]=[C:10]([O:12][CH3:13])[CH:9]=[CH:8][C:4]=1[C:5]([OH:7])=O)#[N:2].[CH3:14][CH2:15][CH2:16][CH:17]([NH2:21])[CH2:18][CH2:19][CH3:20]. No catalyst specified. The product is [C:1]([C:3]1[CH:11]=[C:10]([O:12][CH3:13])[CH:9]=[CH:8][C:4]=1[C:5]([NH:21][CH:17]([CH2:18][CH2:19][CH3:20])[CH2:16][CH2:15][CH3:14])=[O:7])#[N:2]. The yield is 0.730. (7) No catalyst specified. The yield is 0.680. The reactants are Br[C:2]1[C:3]2[C:4]3[CH:17]=[CH:16][S:15][C:5]=3[C:6](=[O:14])[NH:7][C:8]=2[CH:9]=[CH:10][C:11]=1[O:12][CH3:13].CC1(C)C(C)(C)OB([C:26]2[CH:31]=[CH:30][C:29]([CH:32]([NH:35][C:36](=[O:42])[O:37][C:38]([CH3:41])([CH3:40])[CH3:39])[CH2:33][CH3:34])=[CH:28][CH:27]=2)O1. The product is [CH3:13][O:12][C:11]1[CH:10]=[CH:9][C:8]2[NH:7][C:6](=[O:14])[C:5]3[S:15][CH:16]=[CH:17][C:4]=3[C:3]=2[C:2]=1[C:26]1[CH:27]=[CH:28][C:29]([CH:32]([NH:35][C:36](=[O:42])[O:37][C:38]([CH3:41])([CH3:40])[CH3:39])[CH2:33][CH3:34])=[CH:30][CH:31]=1.